This data is from Buchwald-Hartwig C-N cross coupling reaction yields with 55,370 reactions. The task is: Predict the reaction yield, written as a fraction of the theoretical maximum amount of product (1.0 means a 100% yield; for example, 0.34 means a 34% yield). The reactants are FC(F)(F)c1ccc(Br)cc1.Cc1ccc(N)cc1.O=S(=O)(O[Pd]1c2ccccc2-c2ccccc2N~1)C(F)(F)F.COc1ccc(OC)c(P(C(C)(C)C)C(C)(C)C)c1-c1c(C(C)C)cc(C(C)C)cc1C(C)C.CN1CCCN2CCCN=C12.CCOC(=O)c1cc(C)no1. No catalyst specified. The product is Cc1ccc(Nc2ccc(C(F)(F)F)cc2)cc1. The yield is 0.404.